This data is from Forward reaction prediction with 1.9M reactions from USPTO patents (1976-2016). The task is: Predict the product of the given reaction. (1) The product is: [NH2:16][C:15]1[C:10]2[C:9]([C:17]3[CH:22]=[CH:21][CH:20]=[C:19]([O:23][CH2:24][C:25]4[CH:30]=[CH:29][CH:28]=[CH:27][CH:26]=4)[CH:18]=3)=[CH:8][N:7]([C@@H:5]3[CH2:4][C@H:3]([CH2:2][NH:1][C:24](=[O:23])[CH:25]([CH3:30])[CH3:26])[CH2:6]3)[C:11]=2[N:12]=[CH:13][N:14]=1. Given the reactants [NH2:1][CH2:2][C@@H:3]1[CH2:6][C@H:5]([N:7]2[C:11]3[N:12]=[CH:13][N:14]=[C:15]([NH2:16])[C:10]=3[C:9]([C:17]3[CH:22]=[CH:21][CH:20]=[C:19]([O:23][CH2:24][C:25]4[CH:30]=[CH:29][CH:28]=[CH:27][CH:26]=4)[CH:18]=3)=[CH:8]2)[CH2:4]1.[Cl-], predict the reaction product. (2) Given the reactants [NH2:1][CH:2]([C:10]1[C:15]([O:16][CH3:17])=[CH:14][CH:13]=[CH:12][C:11]=1[O:18][CH3:19])[CH2:3][CH2:4][CH2:5][C:6]([O:8]C)=O.[N:20]1[CH:25]=[CH:24][C:23]([CH:26]=O)=[CH:22][C:21]=1[C:28]1[CH:33]=[CH:32][CH:31]=[CH:30][N:29]=1, predict the reaction product. The product is: [N:20]1[CH:25]=[CH:24][C:23]([CH2:26][N:1]2[CH:2]([C:10]3[C:15]([O:16][CH3:17])=[CH:14][CH:13]=[CH:12][C:11]=3[O:18][CH3:19])[CH2:3][CH2:4][CH2:5][C:6]2=[O:8])=[CH:22][C:21]=1[C:28]1[CH:33]=[CH:32][CH:31]=[CH:30][N:29]=1. (3) The product is: [F:1][C:2]1[CH:3]=[CH:4][C:5]([N:8]2[C:16]3[CH:15]=[CH:14][CH:13]=[C:12]([NH2:17])[C:11]=3[CH:10]=[N:9]2)=[CH:6][CH:7]=1. Given the reactants [F:1][C:2]1[CH:7]=[CH:6][C:5]([N:8]2[C:16]3[C:11](=[C:12]([N+:17]([O-])=O)[CH:13]=[CH:14][CH:15]=3)[CH:10]=[N:9]2)=[CH:4][CH:3]=1.C(O)(=O)C, predict the reaction product. (4) The product is: [CH3:21][N:2]([CH3:1])[C:3]1[CH:4]=[CH:5][C:6]([C:9]2[NH:13][C:12]3[CH:14]=[CH:15][C:16]([C:18]([NH:22][C:23]4[CH:24]=[CH:25][C:26]([C:27]([NH:29][NH2:30])=[O:28])=[CH:31][CH:32]=4)=[O:20])=[CH:17][C:11]=3[N:10]=2)=[CH:7][CH:8]=1. Given the reactants [CH3:1][N:2]([CH3:21])[C:3]1[CH:8]=[CH:7][C:6]([C:9]2[NH:10][C:11]3[CH:17]=[C:16]([C:18]([OH:20])=O)[CH:15]=[CH:14][C:12]=3[N:13]=2)=[CH:5][CH:4]=1.[NH2:22][C:23]1[CH:32]=[CH:31][C:26]([C:27]([NH:29][NH2:30])=[O:28])=[CH:25][CH:24]=1, predict the reaction product.